This data is from Peptide-MHC class II binding affinity with 134,281 pairs from IEDB. The task is: Regression. Given a peptide amino acid sequence and an MHC pseudo amino acid sequence, predict their binding affinity value. This is MHC class II binding data. (1) The MHC is DRB1_1001 with pseudo-sequence DRB1_1001. The binding affinity (normalized) is 0.264. The peptide sequence is STIFPFRRLFMVADV. (2) The MHC is DRB1_0301 with pseudo-sequence DRB1_0301. The binding affinity (normalized) is 0.0192. The peptide sequence is HGQLGGLHLMIGLAK. (3) The peptide sequence is GELQIVFKIDAAFKI. The MHC is DRB1_0404 with pseudo-sequence DRB1_0404. The binding affinity (normalized) is 0.715. (4) The peptide sequence is KFWNTTIAVSMANIF. The MHC is DRB1_0701 with pseudo-sequence DRB1_0701. The binding affinity (normalized) is 0.890. (5) The binding affinity (normalized) is 0.763. The peptide sequence is FTRGKLMSSLHLKRY. The MHC is DRB1_0101 with pseudo-sequence DRB1_0101. (6) The peptide sequence is EEDIEIIPIQEEEY. The MHC is HLA-DQA10501-DQB10201 with pseudo-sequence HLA-DQA10501-DQB10201. The binding affinity (normalized) is 0.762. (7) The peptide sequence is MKDFDEPGHLAPTGM. The MHC is HLA-DPA10201-DPB11401 with pseudo-sequence HLA-DPA10201-DPB11401. The binding affinity (normalized) is 0.423. (8) The peptide sequence is LVGPFNFRFMSKGGM. The MHC is HLA-DQA10501-DQB10301 with pseudo-sequence HLA-DQA10501-DQB10301. The binding affinity (normalized) is 0.203. (9) The peptide sequence is SIKRNYPYLFEEHLA. The MHC is DRB1_0101 with pseudo-sequence DRB1_0101. The binding affinity (normalized) is 0.786. (10) The peptide sequence is SWIQSIPFVHLGHRD. The MHC is HLA-DPA10201-DPB10101 with pseudo-sequence HLA-DPA10201-DPB10101. The binding affinity (normalized) is 0.830.